Dataset: Full USPTO retrosynthesis dataset with 1.9M reactions from patents (1976-2016). Task: Predict the reactants needed to synthesize the given product. (1) Given the product [ClH:44].[N:11]1[CH:12]=[CH:13][CH:14]=[CH:15][C:10]=1[CH2:9][NH:8][CH2:16][C:17]1[CH:22]=[CH:21][C:20]([C:23]([NH:25][C@@H:26]([CH2:30][CH2:31][CH2:32][NH:33][CH:34]2[C:43]3[N:42]=[CH:41][CH:40]=[CH:39][C:38]=3[CH2:37][CH2:36][CH2:35]2)[C:27]([OH:29])=[O:28])=[O:24])=[CH:19][N:18]=1, predict the reactants needed to synthesize it. The reactants are: C([N:8]([CH2:16][C:17]1[CH:22]=[CH:21][C:20]([C:23]([NH:25][C@@H:26]([CH2:30][CH2:31][CH2:32][NH:33][CH:34]2[C:43]3[N:42]=[CH:41][CH:40]=[CH:39][C:38]=3[CH2:37][CH2:36][CH2:35]2)[C:27]([OH:29])=[O:28])=[O:24])=[CH:19][N:18]=1)[CH2:9][C:10]1[CH:15]=[CH:14][CH:13]=[CH:12][N:11]=1)(OC(C)(C)C)=O.[ClH:44].O1CCOCC1. (2) Given the product [Cl:1][C:2]1[N:7]=[CH:6][C:5]([CH2:8][N:9]([CH2:22][CH:23]=[C:24]([Cl:26])[Cl:25])[C:10](=[N:12][C:13]#[N:14])[CH3:11])=[CH:4][CH:3]=1, predict the reactants needed to synthesize it. The reactants are: [Cl:1][C:2]1[N:7]=[CH:6][C:5]([CH2:8][NH:9][C:10](=[N:12][C:13]#[N:14])[CH3:11])=[CH:4][CH:3]=1.C(=O)([O-])[O-].[Cs+].[Cs+].Br[CH2:22][CH:23]=[C:24]([Cl:26])[Cl:25].[I-].[Cs+]. (3) Given the product [CH3:17][O:18][C:19]1[N:24]=[C:23]2[C:25]([CH3:29])=[CH:26][N:27]([NH:28][C:14]([C:10]3[C:11]([CH3:13])=[N:12][C:7]([C:2]4[CH:3]=[CH:4][CH:5]=[CH:6][N:1]=4)=[N:8][CH:9]=3)=[O:16])[C:22]2=[CH:21][CH:20]=1, predict the reactants needed to synthesize it. The reactants are: [N:1]1[CH:6]=[CH:5][CH:4]=[CH:3][C:2]=1[C:7]1[N:12]=[C:11]([CH3:13])[C:10]([C:14]([OH:16])=O)=[CH:9][N:8]=1.[CH3:17][O:18][C:19]1[N:24]=[C:23]2[C:25]([CH3:29])=[CH:26][N:27]([NH2:28])[C:22]2=[CH:21][CH:20]=1.CCN(C(C)C)C(C)C.CN(C(ON1N=NC2C=CC=NC1=2)=[N+](C)C)C.F[P-](F)(F)(F)(F)F. (4) Given the product [CH3:6][CH:5]([CH2:7][N:8]([S:32]([C:35]1[CH:40]=[CH:39][C:38]([NH2:41])=[CH:37][CH:36]=1)(=[O:34])=[O:33])[CH2:9][C@@H:10]([OH:31])[C@@H:11]([NH:19][C:20]([O:22][C@@H:23]1[C@@H:27]2[CH2:28][CH2:29][O:30][C@@H:26]2[O:25][CH2:24]1)=[O:21])[CH2:12][C:13]1[CH:18]=[CH:17][CH:16]=[CH:15][CH:14]=1)[CH3:4], predict the reactants needed to synthesize it. The reactants are: CCO.[CH3:4][CH:5]([CH2:7][N:8]([S:32]([C:35]1[CH:36]=[CH:37][C:38]([NH2:41])=[CH:39][CH:40]=1)(=[O:34])=[O:33])[CH2:9][C@@H:10]([OH:31])[C@@H:11]([NH:19][C:20]([O:22][C@@H:23]1[C@@H:27]2[CH2:28][CH2:29][O:30][C@@H:26]2[O:25][CH2:24]1)=[O:21])[CH2:12][C:13]1[CH:14]=[CH:15][CH:16]=[CH:17][CH:18]=1)[CH3:6].CCCCCCC. (5) Given the product [C:12]([O:11][C:10]1[CH:9]=[CH:8][C:5]([CH:6]=[CH2:7])=[CH:4][CH:3]=1)(=[O:14])[CH3:13].[CH3:1][O:2][C:3]1[CH:4]=[C:5]([CH:8]=[CH:9][C:10]=1[O:11][C:12](=[O:14])[CH3:13])[CH:6]=[CH2:7], predict the reactants needed to synthesize it. The reactants are: [CH3:1][O:2][C:3]1[CH:4]=[C:5]([CH:8]=[CH:9][C:10]=1[O:11][C:12](=[O:14])[CH3:13])[CH:6]=[CH2:7].C(OC1C=CC(C=C)=CC=1)(=O)C.N(C(C)(C)C(OC)=O)=NC(C)(C)C(OC)=O. (6) Given the product [NH2:5][CH2:9][C@@H:10]([NH:18][C:19]([C:21]1[S:22][C:23]([Cl:32])=[C:24]([C:26]2[N:30]([CH3:31])[N:29]=[N:28][C:27]=2[Br:40])[CH:25]=1)=[O:20])[CH2:11][CH:12]1[CH2:17][CH2:16][CH2:15][CH2:14][CH2:13]1, predict the reactants needed to synthesize it. The reactants are: CC([N:5]([CH2:9][C@@H:10]([NH:18][C:19]([C:21]1[S:22][C:23]([Cl:32])=[C:24]([C:26]2[N:30]([CH3:31])[N:29]=[N:28][CH:27]=2)[CH:25]=1)=[O:20])[CH2:11][CH:12]1[CH2:17][CH2:16][CH2:15][CH2:14][CH2:13]1)C(=O)[O-])(C)C.C1C(=O)N([Br:40])C(=O)C1. (7) The reactants are: [F:1][C:2]1[CH:7]=[CH:6][CH:5]=[CH:4][C:3]=1[C:8]1[S:9][CH:10]=[CH:11][CH:12]=1.[Br:13][C:14]1[CH:15]=[CH:16][C:17]([F:22])=[C:18]([CH:21]=1)[CH:19]=O. Given the product [Br:13][C:14]1[CH:15]=[CH:16][C:17]([F:22])=[C:18]([CH2:19][C:10]2[S:9][C:8]([C:3]3[CH:4]=[CH:5][CH:6]=[CH:7][C:2]=3[F:1])=[CH:12][CH:11]=2)[CH:21]=1, predict the reactants needed to synthesize it.